From a dataset of Forward reaction prediction with 1.9M reactions from USPTO patents (1976-2016). Predict the product of the given reaction. (1) Given the reactants C([O:3][C:4](=[O:31])[CH2:5][C@@H:6]([C:24]1[CH:25]=[N:26][C:27]([CH3:30])=[N:28][CH:29]=1)[CH2:7][CH2:8][CH2:9][CH2:10][CH2:11][CH2:12][C:13]1[CH:14]=[CH:15][C:16]2[CH2:22][CH2:21][CH2:20][CH2:19][NH:18][C:17]=2[N:23]=1)C.[OH-].[Na+], predict the reaction product. The product is: [CH3:30][C:27]1[N:26]=[CH:25][C:24]([C@@H:6]([CH2:7][CH2:8][CH2:9][CH2:10][CH2:11][CH2:12][C:13]2[CH:14]=[CH:15][C:16]3[CH2:22][CH2:21][CH2:20][CH2:19][NH:18][C:17]=3[N:23]=2)[CH2:5][C:4]([OH:31])=[O:3])=[CH:29][N:28]=1. (2) Given the reactants [ClH:1].[N:2]1[CH:7]=[CH:6][CH:5]=[C:4]([C:8]2[CH2:12][CH:11]([C:13]([NH:15][C:16]3[CH:21]=[CH:20][C:19]([CH:22]([C:26]4[CH:31]=[CH:30][CH:29]=[CH:28][CH:27]=4)[C:23](O)=[O:24])=[CH:18][CH:17]=3)=[O:14])[O:10][N:9]=2)[CH:3]=1, predict the reaction product. The product is: [Cl:1][C:23]([CH:22]([C:26]1[CH:31]=[CH:30][CH:29]=[CH:28][CH:27]=1)[C:19]1[CH:20]=[CH:21][C:16]([NH:15][C:13]([CH:11]2[O:10][N:9]=[C:8]([C:4]3[CH:3]=[N:2][CH:7]=[CH:6][CH:5]=3)[CH2:12]2)=[O:14])=[CH:17][CH:18]=1)=[O:24]. (3) Given the reactants [NH2:1][C:2]([C:4]1[CH:29]=[CH:28][C:7]([O:8][CH2:9][CH2:10][CH2:11][O:12][C:13]2[CH:14]=[C:15]3[C:19](=[CH:20][CH:21]=2)[C@H:18]([CH2:22][C:23]([O:25][CH2:26][CH3:27])=[O:24])[CH2:17][CH2:16]3)=[C:6]([CH2:30][CH2:31][CH3:32])[CH:5]=1)=[S:3].Cl[CH:34]1[C:38](=O)[CH2:37][O:36][C:35]1=[O:40].[CH3:41][CH2:42][OH:43], predict the reaction product. The product is: [CH2:26]([O:25][C:23](=[O:24])[CH2:22][C@H:18]1[C:19]2[C:15](=[CH:14][C:13]([O:12][CH2:11][CH2:10][CH2:9][O:8][C:7]3[CH:28]=[CH:29][C:4]([C:2]4[S:3][C:34]([C:35]([O:36][CH2:37][CH3:38])=[O:40])=[C:41]([CH2:42][OH:43])[N:1]=4)=[CH:5][C:6]=3[CH2:30][CH2:31][CH3:32])=[CH:21][CH:20]=2)[CH2:16][CH2:17]1)[CH3:27]. (4) Given the reactants [Cl:1][C:2]1[CH:3]=[C:4]2[C:8](=[CH:9][CH:10]=1)[N:7]([CH:11]1[CH2:15][CH2:14][CH2:13][CH2:12]1)[CH:6]=[C:5]2[C:16]1[O:17][CH:18]=[C:19]([C:21]([OH:23])=[O:22])[N:20]=1.Cl.C(N=C=N)C.ON1C2C=CC=CC=2N=N1.[N:40]1([NH2:46])[CH2:45][CH2:44][O:43][CH2:42][CH2:41]1, predict the reaction product. The product is: [Cl:1][C:2]1[CH:3]=[C:4]2[C:8](=[CH:9][CH:10]=1)[N:7]([CH:11]1[CH2:12][CH2:13][CH2:14][CH2:15]1)[CH:6]=[C:5]2[C:16]1[O:17][CH:18]=[C:19]([C:21]([NH:46][N:40]2[CH2:45][CH2:44][O:43][CH2:42][CH2:41]2)=[O:23])[N:20]=1.[Cl:1][C:2]1[CH:3]=[C:4]2[C:8](=[CH:9][CH:10]=1)[N:7]([CH:11]1[CH2:15][CH2:14][CH2:13][CH2:12]1)[CH:6]=[C:5]2[C:16]1[O:17][CH:18]=[C:19]([C:21]([N:40]2[CH2:45][CH2:44][O:43][CH2:42][CH2:41]2)=[O:22])[N:20]=1.